From a dataset of Catalyst prediction with 721,799 reactions and 888 catalyst types from USPTO. Predict which catalyst facilitates the given reaction. Reactant: [C:1]1([C:7]2[CH:8]=[C:9]([C:19]([F:22])([F:21])[F:20])[C:10]3[N:11]([CH:13]=[C:14]([C:16]([OH:18])=[O:17])[N:15]=3)[CH:12]=2)[CH:6]=[CH:5][CH:4]=[CH:3][CH:2]=1.[Br:23]N1C(=O)CCC1=O. Product: [Br:23][C:13]1[N:11]2[CH:12]=[C:7]([C:1]3[CH:2]=[CH:3][CH:4]=[CH:5][CH:6]=3)[CH:8]=[C:9]([C:19]([F:21])([F:22])[F:20])[C:10]2=[N:15][C:14]=1[C:16]([OH:18])=[O:17]. The catalyst class is: 31.